From a dataset of Catalyst prediction with 721,799 reactions and 888 catalyst types from USPTO. Predict which catalyst facilitates the given reaction. (1) Reactant: [N:1]([C:4]1[CH:12]=[C:11]2[N:7]([C:8]([CH3:14])([CH3:13])[CH2:9][CH2:10]2)[C:6](=[O:15])[CH:5]=1)=[N+]=[N-]. Product: [NH2:1][CH:4]1[CH2:12][CH:11]2[N:7]([C:8]([CH3:13])([CH3:14])[CH2:9][CH2:10]2)[C:6](=[O:15])[CH2:5]1. The catalyst class is: 50. (2) Reactant: [Br:1][C:2]1[C:10]2[NH:9][CH:8]=[N:7][C:6]=2[C:5](Br)=[CH:4][C:3]=1[NH2:12].[CH3:13][Sn](C)(C)C.[CH:18](Cl)(Cl)Cl.C[N:23]([CH:25]=O)[CH3:24]. Product: [Br:1][C:2]1[C:10]2[NH:9][CH:8]=[N:7][C:6]=2[C:5]([CH3:13])=[CH:4][C:3]=1[NH2:12].[CH3:18][C:2]1[C:3]2[NH:12][CH:25]=[N:23][C:24]=2[C:5]([CH3:4])=[CH:6][C:10]=1[NH2:9]. The catalyst class is: 235. (3) Reactant: Br[C:2]1[N:3]=[CH:4][C:5]([C:8]2[CH:14]=[C:13]([C:15]([F:18])([F:17])[F:16])[CH:12]=[CH:11][C:9]=2[NH2:10])=[N:6][CH:7]=1.[CH3:19][N:20](C)C=O. Product: [NH2:10][C:9]1[CH:11]=[CH:12][C:13]([C:15]([F:18])([F:17])[F:16])=[CH:14][C:8]=1[C:5]1[N:6]=[CH:7][C:2]([C:19]#[N:20])=[N:3][CH:4]=1. The catalyst class is: 380. (4) Reactant: [OH:1][C:2]1[C:7](=[O:8])[CH:6]=[CH:5][N:4]([CH3:9])[C:3]=1[CH3:10].[C:11]1([CH3:21])[CH:16]=[CH:15][C:14]([S:17](Cl)(=[O:19])=[O:18])=[CH:13][CH:12]=1. Product: [CH3:21][C:11]1[CH:16]=[CH:15][C:14]([S:17]([O:1][C:2]2[C:7](=[O:8])[CH:6]=[CH:5][N:4]([CH3:9])[C:3]=2[CH3:10])(=[O:19])=[O:18])=[CH:13][CH:12]=1. The catalyst class is: 17. (5) Reactant: [CH3:1][N:2]1[C:6]2[CH:7]=[CH:8][C:9]([N:11]3[CH:16]=[C:15]([C:17]([O:19]CC)=[O:18])[C:14](=[O:22])[N:13]([CH:23]4[C:31]5[C:26](=[CH:27][C:28]([O:32][CH3:33])=[CH:29][CH:30]=5)[CH2:25][CH2:24]4)[C:12]3=[O:34])=[CH:10][C:5]=2[N:4]([CH3:35])[C:3]1=[O:36].C(=O)([O-])O.[Na+].Cl. Product: [CH3:1][N:2]1[C:6]2[CH:7]=[CH:8][C:9]([N:11]3[CH:16]=[C:15]([C:17]([OH:19])=[O:18])[C:14](=[O:22])[N:13]([CH:23]4[C:31]5[C:26](=[CH:27][C:28]([O:32][CH3:33])=[CH:29][CH:30]=5)[CH2:25][CH2:24]4)[C:12]3=[O:34])=[CH:10][C:5]=2[N:4]([CH3:35])[C:3]1=[O:36]. The catalyst class is: 47. (6) Reactant: [C:1]([C:3]1([C:15]2[C:24]3[O:23][CH2:22][CH2:21][O:20][C:19]=3[C:18]([O:25][CH3:26])=[CH:17][CH:16]=2)[CH2:8][CH2:7][CH:6]([CH2:9][C:10]([O:12]CC)=[O:11])[CH2:5][CH2:4]1)#[N:2].[OH-].[Na+].O.C(OCC)(=O)C. Product: [C:1]([C:3]1([C:15]2[C:24]3[O:23][CH2:22][CH2:21][O:20][C:19]=3[C:18]([O:25][CH3:26])=[CH:17][CH:16]=2)[CH2:8][CH2:7][CH:6]([CH2:9][C:10]([OH:12])=[O:11])[CH2:5][CH2:4]1)#[N:2]. The catalyst class is: 8. (7) The catalyst class is: 5. Reactant: CO[C:3]1[CH:8]=[CH:7][CH:6]=[CH:5][C:4]=1[CH2:9][CH2:10][CH2:11][NH2:12].[CH3:13][O:14][C:15]([C:17]1[C:18]([C:24]([F:27])([F:26])[F:25])=[N:19][C:20](Cl)=[N:21][CH:22]=1)=[O:16].[C:28]([O-])(=[O:30])C.[K+]. Product: [CH3:13][O:14][C:15]([C:17]1[C:18]([C:24]([F:27])([F:26])[F:25])=[N:19][C:20]([NH:12][CH2:11][CH2:10][CH2:9][C:4]2[CH:3]=[CH:8][CH:7]=[C:6]([O:30][CH3:28])[CH:5]=2)=[N:21][CH:22]=1)=[O:16].